The task is: Predict hERG channel inhibition at various concentrations.. This data is from hERG Central: cardiac toxicity at 1µM, 10µM, and general inhibition. The molecule is O=S(=O)(c1ccc(Cl)cc1)N1CCC(O)(CN2CCN(Cc3ccccc3)CC2)CC1. Results: hERG_inhib (hERG inhibition (general)): blocker.